This data is from Peptide-MHC class I binding affinity with 185,985 pairs from IEDB/IMGT. The task is: Regression. Given a peptide amino acid sequence and an MHC pseudo amino acid sequence, predict their binding affinity value. This is MHC class I binding data. The peptide sequence is RLQDGEPYL. The MHC is HLA-A02:01 with pseudo-sequence HLA-A02:01. The binding affinity (normalized) is 0.646.